From a dataset of Retrosynthesis with 50K atom-mapped reactions and 10 reaction types from USPTO. Predict the reactants needed to synthesize the given product. (1) Given the product CC(C)CS(=O)(=O)N1CCC(n2ncc3c(Oc4ccc(S(C)(=O)=O)cc4)ncnc32)CC1, predict the reactants needed to synthesize it. The reactants are: CC(C)CS(=O)(=O)Cl.CS(=O)(=O)c1ccc(Oc2ncnc3c2cnn3C2CCNCC2)cc1. (2) Given the product CCOC(=O)N1CCC(CCCOc2ccc(C3=NCCCO3)cc2)CC1, predict the reactants needed to synthesize it. The reactants are: CCOC(=O)N1CCC(CCCCl)CC1.Oc1ccc(C2=NCCCO2)cc1. (3) Given the product COC(=O)Cc1c(C)nn(-c2cncn2C)c1-c1ccc(Cl)cc1, predict the reactants needed to synthesize it. The reactants are: COC(=O)Cc1c(C)n[nH]c1-c1ccc(Cl)cc1.Cn1cncc1I. (4) The reactants are: C=CCOC(=O)c1c(C)c(OC)cc(O[Si](C)(C)C(C)(C)C(C)C)c1CSC[C@H](N)c1nc(C)no1.O=C(O)COC(c1ccccc1)(c1ccccc1)c1ccccc1. Given the product C=CCOC(=O)c1c(C)c(OC)cc(O[Si](C)(C)C(C)(C)C(C)C)c1CSC[C@H](NC(=O)COC(c1ccccc1)(c1ccccc1)c1ccccc1)c1nc(C)no1, predict the reactants needed to synthesize it.